From a dataset of Merck oncology drug combination screen with 23,052 pairs across 39 cell lines. Regression. Given two drug SMILES strings and cell line genomic features, predict the synergy score measuring deviation from expected non-interaction effect. (1) Drug 1: CN(C)C(=N)N=C(N)N. Drug 2: O=C(O)C1(Cc2cccc(Nc3nccs3)n2)CCC(Oc2cccc(Cl)c2F)CC1. Cell line: MSTO. Synergy scores: synergy=-2.62. (2) Drug 1: CS(=O)(=O)CCNCc1ccc(-c2ccc3ncnc(Nc4ccc(OCc5cccc(F)c5)c(Cl)c4)c3c2)o1. Drug 2: NC1CCCCC1N.O=C(O)C(=O)O.[Pt+2]. Cell line: SKMEL30. Synergy scores: synergy=-7.62. (3) Drug 1: O=S1(=O)NC2(CN1CC(F)(F)F)C1CCC2Cc2cc(C=CCN3CCC(C(F)(F)F)CC3)ccc2C1. Drug 2: NC1CCCCC1N.O=C(O)C(=O)O.[Pt+2]. Cell line: A375. Synergy scores: synergy=-18.0. (4) Synergy scores: synergy=-5.58. Cell line: UWB1289. Drug 1: CCC1(O)CC2CN(CCc3c([nH]c4ccccc34)C(C(=O)OC)(c3cc4c(cc3OC)N(C)C3C(O)(C(=O)OC)C(OC(C)=O)C5(CC)C=CCN6CCC43C65)C2)C1. Drug 2: CNC(=O)c1cc(Oc2ccc(NC(=O)Nc3ccc(Cl)c(C(F)(F)F)c3)cc2)ccn1.